From a dataset of Forward reaction prediction with 1.9M reactions from USPTO patents (1976-2016). Predict the product of the given reaction. Given the reactants [C:1]([C:3]1[C:4]([N:15]2[CH2:18][CH:17]([C:19]([OH:21])=O)[CH2:16]2)=[N:5][C:6]([CH3:14])=[C:7]([C:9]([O:11][CH2:12][CH3:13])=[O:10])[CH:8]=1)#[N:2].[NH2:22][S:23]([CH2:26][C:27]1[CH:36]=[CH:35][CH:34]=[CH:33][C:28]=1[C:29]([O:31][CH3:32])=[O:30])(=[O:25])=[O:24].C(N(CC)CC)C.CN(C(ON1N=NC2C=CC=NC1=2)=[N+](C)C)C.F[P-](F)(F)(F)(F)F, predict the reaction product. The product is: [CH2:12]([O:11][C:9](=[O:10])[C:7]1[CH:8]=[C:3]([C:1]#[N:2])[C:4]([N:15]2[CH2:16][CH:17]([C:19]([NH:22][S:23]([CH2:26][C:27]3[CH:36]=[CH:35][CH:34]=[CH:33][C:28]=3[C:29]([O:31][CH3:32])=[O:30])(=[O:24])=[O:25])=[O:21])[CH2:18]2)=[N:5][C:6]=1[CH3:14])[CH3:13].